Dataset: NCI-60 drug combinations with 297,098 pairs across 59 cell lines. Task: Regression. Given two drug SMILES strings and cell line genomic features, predict the synergy score measuring deviation from expected non-interaction effect. (1) Drug 1: C1=C(C(=O)NC(=O)N1)F. Drug 2: CC1C(C(CC(O1)OC2CC(CC3=C2C(=C4C(=C3O)C(=O)C5=C(C4=O)C(=CC=C5)OC)O)(C(=O)CO)O)N)O.Cl. Cell line: HCT-15. Synergy scores: CSS=38.2, Synergy_ZIP=-16.8, Synergy_Bliss=-22.8, Synergy_Loewe=-17.4, Synergy_HSA=-16.3. (2) Drug 1: COC1=C(C=C2C(=C1)N=CN=C2NC3=CC(=C(C=C3)F)Cl)OCCCN4CCOCC4. Drug 2: CC12CCC3C(C1CCC2OP(=O)(O)O)CCC4=C3C=CC(=C4)OC(=O)N(CCCl)CCCl.[Na+]. Cell line: SF-539. Synergy scores: CSS=-0.531, Synergy_ZIP=-5.04, Synergy_Bliss=-10.8, Synergy_Loewe=-13.3, Synergy_HSA=-9.15. (3) Drug 1: C1CCN(CC1)CCOC2=CC=C(C=C2)C(=O)C3=C(SC4=C3C=CC(=C4)O)C5=CC=C(C=C5)O. Drug 2: CC1=C(N=C(N=C1N)C(CC(=O)N)NCC(C(=O)N)N)C(=O)NC(C(C2=CN=CN2)OC3C(C(C(C(O3)CO)O)O)OC4C(C(C(C(O4)CO)O)OC(=O)N)O)C(=O)NC(C)C(C(C)C(=O)NC(C(C)O)C(=O)NCCC5=NC(=CS5)C6=NC(=CS6)C(=O)NCCC[S+](C)C)O. Cell line: PC-3. Synergy scores: CSS=-0.518, Synergy_ZIP=-0.131, Synergy_Bliss=-2.21, Synergy_Loewe=-1.17, Synergy_HSA=-2.41. (4) Drug 1: CC1=CC=C(C=C1)C2=CC(=NN2C3=CC=C(C=C3)S(=O)(=O)N)C(F)(F)F. Drug 2: C1=CC=C(C(=C1)C(C2=CC=C(C=C2)Cl)C(Cl)Cl)Cl. Cell line: HOP-62. Synergy scores: CSS=4.40, Synergy_ZIP=-1.94, Synergy_Bliss=-4.73, Synergy_Loewe=0.301, Synergy_HSA=-4.32. (5) Drug 1: CC1=C2C(C(=O)C3(C(CC4C(C3C(C(C2(C)C)(CC1OC(=O)C(C(C5=CC=CC=C5)NC(=O)OC(C)(C)C)O)O)OC(=O)C6=CC=CC=C6)(CO4)OC(=O)C)O)C)O. Drug 2: C1CNP(=O)(OC1)N(CCCl)CCCl. Cell line: NCI-H460. Synergy scores: CSS=44.3, Synergy_ZIP=0.699, Synergy_Bliss=0.00227, Synergy_Loewe=-51.7, Synergy_HSA=-0.958. (6) Synergy scores: CSS=72.7, Synergy_ZIP=1.16, Synergy_Bliss=0.713, Synergy_Loewe=3.04, Synergy_HSA=6.45. Drug 1: COC1=CC(=CC(=C1O)OC)C2C3C(COC3=O)C(C4=CC5=C(C=C24)OCO5)OC6C(C(C7C(O6)COC(O7)C8=CC=CS8)O)O. Drug 2: CC1=C(N=C(N=C1N)C(CC(=O)N)NCC(C(=O)N)N)C(=O)NC(C(C2=CN=CN2)OC3C(C(C(C(O3)CO)O)O)OC4C(C(C(C(O4)CO)O)OC(=O)N)O)C(=O)NC(C)C(C(C)C(=O)NC(C(C)O)C(=O)NCCC5=NC(=CS5)C6=NC(=CS6)C(=O)NCCC[S+](C)C)O. Cell line: HCT116. (7) Cell line: PC-3. Drug 2: CCC1(C2=C(COC1=O)C(=O)N3CC4=CC5=C(C=CC(=C5CN(C)C)O)N=C4C3=C2)O.Cl. Drug 1: COC1=C2C(=CC3=C1OC=C3)C=CC(=O)O2. Synergy scores: CSS=2.63, Synergy_ZIP=-8.63, Synergy_Bliss=-15.2, Synergy_Loewe=-24.5, Synergy_HSA=-13.9. (8) Drug 1: C1C(C(OC1N2C=C(C(=O)NC2=O)F)CO)O. Drug 2: CCN(CC)CCNC(=O)C1=C(NC(=C1C)C=C2C3=C(C=CC(=C3)F)NC2=O)C. Cell line: ACHN. Synergy scores: CSS=28.2, Synergy_ZIP=-3.31, Synergy_Bliss=0.166, Synergy_Loewe=-15.3, Synergy_HSA=-0.0380.